Dataset: NCI-60 drug combinations with 297,098 pairs across 59 cell lines. Task: Regression. Given two drug SMILES strings and cell line genomic features, predict the synergy score measuring deviation from expected non-interaction effect. (1) Drug 1: C1CCC(CC1)NC(=O)N(CCCl)N=O. Drug 2: C1=NC2=C(N=C(N=C2N1C3C(C(C(O3)CO)O)F)Cl)N. Cell line: SK-MEL-28. Synergy scores: CSS=18.5, Synergy_ZIP=-12.8, Synergy_Bliss=-5.55, Synergy_Loewe=-15.4, Synergy_HSA=-3.95. (2) Drug 1: C1CC(=O)NC(=O)C1N2CC3=C(C2=O)C=CC=C3N. Drug 2: COCCOC1=C(C=C2C(=C1)C(=NC=N2)NC3=CC=CC(=C3)C#C)OCCOC.Cl. Cell line: NCI-H226. Synergy scores: CSS=6.95, Synergy_ZIP=-1.03, Synergy_Bliss=2.56, Synergy_Loewe=3.71, Synergy_HSA=3.61. (3) Synergy scores: CSS=26.6, Synergy_ZIP=-8.76, Synergy_Bliss=-5.44, Synergy_Loewe=-4.78, Synergy_HSA=-4.75. Drug 1: C1CCC(CC1)NC(=O)N(CCCl)N=O. Cell line: U251. Drug 2: CC12CCC3C(C1CCC2O)C(CC4=C3C=CC(=C4)O)CCCCCCCCCS(=O)CCCC(C(F)(F)F)(F)F.